Dataset: Catalyst prediction with 721,799 reactions and 888 catalyst types from USPTO. Task: Predict which catalyst facilitates the given reaction. (1) Reactant: C(N(C(C)C)CC)(C)C.Cl.[CH3:11][O:12][C:13](=[O:20])[C@H:14]([CH2:16][CH2:17][S:18][CH3:19])[NH2:15].[S:21]1[C:25]2[CH:26]=[CH:27][CH:28]=[CH:29][C:24]=2[CH:23]=[C:22]1[C:30]1[O:34][C:33](=[O:35])[C:32]2([CH2:40][CH2:39][CH2:38][CH2:37][CH2:36]2)[N:31]=1. Product: [CH3:11][O:12][C:13](=[O:20])[C@H:14]([CH2:16][CH2:17][S:18][CH3:19])[NH:15][C:33]([C:32]1([NH:31][C:30]([C:22]2[S:21][C:25]3[CH:26]=[CH:27][CH:28]=[CH:29][C:24]=3[CH:23]=2)=[O:34])[CH2:36][CH2:37][CH2:38][CH2:39][CH2:40]1)=[O:35]. The catalyst class is: 11. (2) Reactant: [Cl:1]N1C(=O)CCC1=O.[NH2:9][C:10]1[CH:22]=[CH:21][C:13]([C:14]([O:16][C:17]([CH3:20])([CH3:19])[CH3:18])=[O:15])=[C:12]([F:23])[CH:11]=1.C(OCC)(=O)C. Product: [NH2:9][C:10]1[C:22]([Cl:1])=[CH:21][C:13]([C:14]([O:16][C:17]([CH3:19])([CH3:20])[CH3:18])=[O:15])=[C:12]([F:23])[CH:11]=1.[NH2:9][C:10]1[CH:22]=[CH:21][C:13]([C:14]([O:16][C:17]([CH3:19])([CH3:20])[CH3:18])=[O:15])=[C:12]([F:23])[C:11]=1[Cl:1]. The catalyst class is: 391. (3) Reactant: F[C:2]1[CH:7]=[C:6]([F:8])[CH:5]=[CH:4][C:3]=1[N+:9]([O-:11])=[O:10].[CH:12]1([NH2:18])[CH2:17][CH2:16][CH2:15][CH2:14][CH2:13]1.CCN(C(C)C)C(C)C. Product: [CH:12]1([NH:18][C:2]2[CH:7]=[C:6]([F:8])[CH:5]=[CH:4][C:3]=2[N+:9]([O-:11])=[O:10])[CH2:17][CH2:16][CH2:15][CH2:14][CH2:13]1. The catalyst class is: 10. (4) Reactant: [CH3:1][O:2][C:3]1[CH:4]=[C:5]2[C:10](=[CH:11][CH:12]=1)[C@@H:9]([CH2:13][CH2:14][O:15][Si](C(C)(C)C)(C)C)[NH:8][CH2:7][CH2:6]2.[F:23][C:24]([F:29])([F:28])[C:25]([NH2:27])=[O:26].F.O.C(=O)([O-])O.[Na+]. Product: [CH3:1][O:2][C:3]1[CH:4]=[C:5]2[C:10](=[CH:11][CH:12]=1)[C@@H:9]([CH2:13][CH2:14][OH:15])[NH:8][CH2:7][CH2:6]2.[F:23][C:24]([F:29])([F:28])[C:25]([NH2:27])=[O:26]. The catalyst class is: 10. (5) Reactant: [CH2:1]([C@@H:8]1[CH2:12][O:11][C:10](=[O:13])[N:9]1[C:14](=[O:26])[CH2:15][O:16][C:17]1[CH:22]=[CH:21][C:20]([CH:23]([CH3:25])[CH3:24])=[CH:19][CH:18]=1)[C:2]1[CH:7]=[CH:6][CH:5]=[CH:4][CH:3]=1.[O-]S(C(F)(F)F)(=O)=O.C([B+]CCCC)CCC.[CH2:44]([O:51][C:52]1[CH:59]=[CH:58][C:55]([CH:56]=[O:57])=[CH:54][CH:53]=1)[C:45]1[CH:50]=[CH:49][CH:48]=[CH:47][CH:46]=1. Product: [CH2:1]([C@@H:8]1[CH2:12][O:11][C:10](=[O:13])[N:9]1[C:14](=[O:26])[C@H:15]([O:16][C:17]1[CH:22]=[CH:21][C:20]([CH:23]([CH3:24])[CH3:25])=[CH:19][CH:18]=1)[C@@H:56]([C:55]1[CH:58]=[CH:59][C:52]([O:51][CH2:44][C:45]2[CH:50]=[CH:49][CH:48]=[CH:47][CH:46]=2)=[CH:53][CH:54]=1)[OH:57])[C:2]1[CH:7]=[CH:6][CH:5]=[CH:4][CH:3]=1. The catalyst class is: 236. (6) Reactant: C(O[C:4](=[O:9])[CH:5]([Na])[CH:6]=O)C.[F:10][C:11]([F:25])([F:24])[C:12]1[CH:17]=[CH:16][CH:15]=[CH:14][C:13]=1[C:18]1[NH:22][N:21]=[C:20]([NH2:23])[CH:19]=1.Cl. Product: [F:24][C:11]([F:10])([F:25])[C:12]1[CH:17]=[CH:16][CH:15]=[CH:14][C:13]=1[C:18]1[CH:19]=[C:20]2[N:23]=[CH:6][CH:5]=[C:4]([OH:9])[N:21]2[N:22]=1. The catalyst class is: 88. (7) The catalyst class is: 1. Reactant: [S:1]1[CH:5]=[CH:4][CH:3]=[CH:2]1.[Li]CCCC.[CH3:11][CH:12]([CH3:15])[CH2:13]I.O. Product: [CH2:11]([C:2]1[S:1][CH:5]=[CH:4][CH:3]=1)[CH:12]([CH3:15])[CH3:13]. (8) Reactant: [CH2:1]([O:3][CH:4]([O:15][CH2:16][CH3:17])[C:5]1[N:10]=[C:9]([CH3:11])[C:8]([C:12](O)=[O:13])=[CH:7][N:6]=1)[CH3:2].C(Cl)(=O)C([Cl:21])=O.CN(C)C=O. Product: [CH2:1]([O:3][CH:4]([O:15][CH2:16][CH3:17])[C:5]1[N:10]=[C:9]([CH3:11])[C:8]([C:12]([Cl:21])=[O:13])=[CH:7][N:6]=1)[CH3:2]. The catalyst class is: 4. (9) Reactant: [C:1]([O:5][C:6]([NH:8][C:9]1[S:17][C:16]2[C:11](=[N:12][C:13]([CH3:18])=[CH:14][CH:15]=2)[C:10]=1[C:19]([O:21]CC)=[O:20])=[O:7])([CH3:4])([CH3:3])[CH3:2].O[Li].O. Product: [C:1]([O:5][C:6]([NH:8][C:9]1[S:17][C:16]2[C:11](=[N:12][C:13]([CH3:18])=[CH:14][CH:15]=2)[C:10]=1[C:19]([OH:21])=[O:20])=[O:7])([CH3:4])([CH3:2])[CH3:3]. The catalyst class is: 87.